This data is from Catalyst prediction with 721,799 reactions and 888 catalyst types from USPTO. The task is: Predict which catalyst facilitates the given reaction. (1) Reactant: [C:1]([O:5][C:6]([NH:8][C@@H:9]1[CH2:14][CH2:13][C@H:12]([NH:15][C@@H:16]([C:25]([O:27]C)=[O:26])[CH2:17][C:18]2[CH:23]=[CH:22][C:21]([Cl:24])=[CH:20][CH:19]=2)[CH2:11][CH2:10]1)=[O:7])([CH3:4])([CH3:3])[CH3:2].[OH-].[Na+]. Product: [C:1]([O:5][C:6]([NH:8][C@@H:9]1[CH2:10][CH2:11][C@H:12]([NH:15][C@@H:16]([C:25]([OH:27])=[O:26])[CH2:17][C:18]2[CH:19]=[CH:20][C:21]([Cl:24])=[CH:22][CH:23]=2)[CH2:13][CH2:14]1)=[O:7])([CH3:4])([CH3:2])[CH3:3]. The catalyst class is: 5. (2) Reactant: C[O:2][C:3](=[O:32])[C:4]1[CH:9]=[CH:8][C:7]([NH:10][C:11]2[C:20]3[C:15](=[CH:16][CH:17]=[CH:18][CH:19]=3)[C:14]3=[N:21][N:22]=[C:23]([C:24]4[CH:29]=[CH:28][C:27]([O:30][CH3:31])=[CH:26][CH:25]=4)[N:13]3[N:12]=2)=[CH:6][CH:5]=1.[OH-].[K+].O. Product: [CH3:31][O:30][C:27]1[CH:26]=[CH:25][C:24]([C:23]2[N:13]3[N:12]=[C:11]([NH:10][C:7]4[CH:6]=[CH:5][C:4]([C:3]([OH:32])=[O:2])=[CH:9][CH:8]=4)[C:20]4[C:15]([C:14]3=[N:21][N:22]=2)=[CH:16][CH:17]=[CH:18][CH:19]=4)=[CH:29][CH:28]=1. The catalyst class is: 5.